This data is from Full USPTO retrosynthesis dataset with 1.9M reactions from patents (1976-2016). The task is: Predict the reactants needed to synthesize the given product. (1) Given the product [CH2:29]([O:36][Si:18]([C:20]([CH3:23])([CH3:22])[CH3:21])([C:14]([CH3:17])([CH3:16])[CH3:15])[CH2:3][C:4]([O:6][CH2:7][C:8]1[CH:13]=[CH:12][CH:11]=[CH:10][CH:9]=1)=[O:5])[C:30]1[CH:35]=[CH:34][CH:33]=[CH:32][CH:31]=1.[C:14]([Si:18]([C:20]([CH3:23])([CH3:22])[CH3:21])([OH:38])[CH2:3][C:4]([O:6][CH2:7][C:8]1[CH:13]=[CH:12][CH:11]=[CH:10][CH:9]=1)=[O:5])([CH3:17])([CH3:16])[CH3:15], predict the reactants needed to synthesize it. The reactants are: [N+](=[CH:3][C:4]([O:6][CH2:7][C:8]1[CH:13]=[CH:12][CH:11]=[CH:10][CH:9]=1)=[O:5])=[N-].[C:14]([SiH:18]([C:20]([CH3:23])([CH3:22])[CH3:21])Cl)([CH3:17])([CH3:16])[CH3:15].N1C=CN=C1.[CH2:29]([OH:36])[C:30]1[CH:35]=[CH:34][CH:33]=[CH:32][CH:31]=1.C([O-])(O)=[O:38].[Na+]. (2) Given the product [ClH:3].[CH3:20][O:18][C:17](=[O:19])[CH2:16][NH:15][C:6]1[CH:7]=[CH:8][C:9]2[C:14](=[CH:13][CH:12]=[CH:11][CH:10]=2)[CH:5]=1, predict the reactants needed to synthesize it. The reactants are: S(Cl)([Cl:3])=O.[CH:5]1[C:14]2[C:9](=[CH:10][CH:11]=[CH:12][CH:13]=2)[CH:8]=[CH:7][C:6]=1[NH:15][CH2:16][C:17]([OH:19])=[O:18].[CH3:20]O. (3) Given the product [NH:11]1[C:6]2=[CH:7][N:8]=[CH:9][CH:2]=[C:3]2[C:4]([NH2:5])=[N:12]1, predict the reactants needed to synthesize it. The reactants are: F[C:2]1[CH:9]=[N:8][CH:7]=[CH:6][C:3]=1[C:4]#[N:5].O.[NH2:11][NH2:12]. (4) Given the product [Br:1][CH2:2][C:3]1[C:12]2[C:7](=[CH:8][CH:9]=[CH:10][CH:11]=2)[C:6]([C:13]([NH:22][C:23]2[C:24]([C:29]([NH:31][CH2:32][CH:33]3[CH2:38][CH2:37][CH2:36][CH2:35][N:34]3[C:39]([O:41][C:42]([CH3:45])([CH3:44])[CH3:43])=[O:40])=[O:30])=[N:25][CH:26]=[CH:27][CH:28]=2)=[O:15])=[CH:5][CH:4]=1, predict the reactants needed to synthesize it. The reactants are: [Br:1][CH2:2][C:3]1[C:12]2[C:7](=[CH:8][CH:9]=[CH:10][CH:11]=2)[C:6]([C:13]([OH:15])=O)=[CH:5][CH:4]=1.C(Cl)(=O)C(Cl)=O.[NH2:22][C:23]1[C:24]([C:29]([NH:31][CH2:32][CH:33]2[CH2:38][CH2:37][CH2:36][CH2:35][N:34]2[C:39]([O:41][C:42]([CH3:45])([CH3:44])[CH3:43])=[O:40])=[O:30])=[N:25][CH:26]=[CH:27][CH:28]=1.CCN(C(C)C)C(C)C. (5) Given the product [NH2:8][C:9]1[S:13][C:12]([C:48]2[C:47]([F:62])=[CH:46][N:45]=[CH:44][C:43]=2[F:42])=[N:11][C:10]=1[C:15]([NH:17][C:18]1[CH:19]=[N:20][N:21]([CH3:41])[C:22]=1[N:23]1[CH2:24][CH2:25][CH:26]([NH2:33])[CH2:27][C:28]([O:31][CH3:32])([CH3:30])[CH2:29]1)=[O:16], predict the reactants needed to synthesize it. The reactants are: C(OC([NH:8][C:9]1[S:13][C:12](Br)=[N:11][C:10]=1[C:15]([NH:17][C:18]1[CH:19]=[N:20][N:21]([CH3:41])[C:22]=1[N:23]1[CH2:29][C:28]([O:31][CH3:32])([CH3:30])[CH2:27][CH:26]([NH:33]C(=O)OC(C)(C)C)[CH2:25][CH2:24]1)=[O:16])=O)(C)(C)C.[F:42][C:43]1[CH:44]=[N:45][CH:46]=[C:47]([F:62])[C:48]=1[Sn](CCCC)(CCCC)CCCC. (6) The reactants are: BrNC(=[O:5])C.[OH:6][C@H:7]1[CH2:29][CH2:28][C@@:27]2([CH3:30])[C:9](=[CH:10][CH2:11][C@@H:12]3[C@@H:26]2[CH2:25][C@@H:24]([OH:31])[C@@:23]2([CH3:32])[C:13]3=[CH:14][CH2:15][C@@H:16]2[C:17]2([O:22][CH2:21][CH2:20][O:19]2)[CH3:18])[CH2:8]1.O.S([O-])([O-])=O.[Na+].[Na+]. Given the product [OH:6][C@H:7]1[CH2:29][CH2:28][C@@:27]2([CH3:30])[C:9]3([O:5][CH:10]3[CH2:11][C@@H:12]3[C@@H:26]2[CH2:25][C@@H:24]([OH:31])[C@@:23]2([CH3:32])[C:13]3=[CH:14][CH2:15][C@@H:16]2[C:17]2([O:19][CH2:20][CH2:21][O:22]2)[CH3:18])[CH2:8]1, predict the reactants needed to synthesize it. (7) Given the product [F:41][C:42]1[CH:43]=[CH:44][C:45]([C:48]2[N:52]([CH2:53][CH2:54][C@@H:55]([OH:56])[CH2:1][C:2]([O:4][C@@H:5]([C:6]3[CH:11]=[CH:10][CH:9]=[CH:8][CH:7]=3)[C:12]([OH:25])([C:13]3[CH:14]=[CH:15][CH:16]=[CH:17][CH:18]=3)[C:19]3[CH:24]=[CH:23][CH:22]=[CH:21][CH:20]=3)=[O:3])[C:51]([CH:57]([CH3:59])[CH3:58])=[C:50]([C:60]([NH:62][C:63]3[CH:64]=[CH:65][CH:66]=[CH:67][CH:68]=3)=[O:61])[C:49]=2[C:69]2[CH:74]=[CH:73][CH:72]=[CH:71][CH:70]=2)=[CH:46][CH:47]=1, predict the reactants needed to synthesize it. The reactants are: [CH3:1][C:2]([O:4][C@H:5]([C:12]([OH:25])([C:19]1[CH:24]=[CH:23][CH:22]=[CH:21][CH:20]=1)[C:13]1[CH:18]=[CH:17][CH:16]=[CH:15][CH:14]=1)[C:6]1[CH:11]=[CH:10][CH:9]=[CH:8][CH:7]=1)=[O:3].[Li+].CC([N-]C(C)C)C.C(NC(C)C)(C)C.[F:41][C:42]1[CH:47]=[CH:46][C:45]([C:48]2[N:52]([CH2:53][CH2:54][CH:55]=[O:56])[C:51]([CH:57]([CH3:59])[CH3:58])=[C:50]([C:60]([NH:62][C:63]3[CH:68]=[CH:67][CH:66]=[CH:65][CH:64]=3)=[O:61])[C:49]=2[C:69]2[CH:74]=[CH:73][CH:72]=[CH:71][CH:70]=2)=[CH:44][CH:43]=1.